From a dataset of Reaction yield outcomes from USPTO patents with 853,638 reactions. Predict the reaction yield, written as a fraction of the theoretical maximum amount of product (1.0 means a 100% yield; for example, 0.34 means a 34% yield). (1) The reactants are C(N(CC)CC)C.[CH2:8]([C@H:15]1[CH2:19][O:18][C:17](=[O:20])[NH:16]1)[C:9]1[CH:14]=[CH:13][CH:12]=[CH:11][CH:10]=1.[C:21](Cl)(=[O:26])[CH2:22][CH:23]([CH3:25])[CH3:24]. The catalyst is CN(C)C1C=CN=CC=1.ClCCl. The product is [CH2:8]([C@H:15]1[CH2:19][O:18][C:17](=[O:20])[N:16]1[C:21](=[O:26])[CH2:22][CH:23]([CH3:25])[CH3:24])[C:9]1[CH:10]=[CH:11][CH:12]=[CH:13][CH:14]=1. The yield is 0.950. (2) The reactants are Br[C:2]1[CH:3]=[C:4]2[C:9](=[CH:10][CH:11]=1)[NH:8][C:7](=[O:12])[CH2:6][CH2:5]2.[F:13][C:14]([F:25])([F:24])[C:15]1[CH:20]=[CH:19][C:18](B(O)O)=[CH:17][CH:16]=1.C(=O)(O)[O-].[Na+].O. The catalyst is CN(C)C=O.C(OCC)(=O)C.C1C=CC([P]([Pd]([P](C2C=CC=CC=2)(C2C=CC=CC=2)C2C=CC=CC=2)([P](C2C=CC=CC=2)(C2C=CC=CC=2)C2C=CC=CC=2)[P](C2C=CC=CC=2)(C2C=CC=CC=2)C2C=CC=CC=2)(C2C=CC=CC=2)C2C=CC=CC=2)=CC=1.CO. The product is [F:13][C:14]([F:25])([F:24])[C:15]1[CH:20]=[CH:19][C:18]([C:2]2[CH:3]=[C:4]3[C:9](=[CH:10][CH:11]=2)[NH:8][C:7](=[O:12])[CH2:6][CH2:5]3)=[CH:17][CH:16]=1. The yield is 0.750. (3) The reactants are I[C:2]1[C:10]2[C:5](=[CH:6][C:7]([CH:11]=[O:12])=[CH:8][CH:9]=2)[N:4]([CH2:13][O:14][CH2:15][CH2:16][Si:17]([CH3:20])([CH3:19])[CH3:18])[N:3]=1.[CH:21]([C:23]1[CH:28]=[CH:27][N:26]=[CH:25][CH:24]=1)=[CH2:22].C(N(C(C)C)CC)(C)C.CC1C=CC=CC=1P(C1C=CC=CC=1C)C1C=CC=CC=1C. The catalyst is CC([O-])=O.CC([O-])=O.[Pd+2].CN(C=O)C. The product is [N:26]1[CH:27]=[CH:28][C:23](/[CH:21]=[CH:22]/[C:2]2[C:10]3[C:5](=[CH:6][C:7]([CH:11]=[O:12])=[CH:8][CH:9]=3)[N:4]([CH2:13][O:14][CH2:15][CH2:16][Si:17]([CH3:20])([CH3:19])[CH3:18])[N:3]=2)=[CH:24][CH:25]=1. The yield is 0.490. (4) The reactants are [Cl:1][C:2]1[C:3]([F:23])=[C:4]([CH:20]=[CH:21][CH:22]=1)[CH2:5][C:6]1[C:7]([O:18][CH3:19])=[CH:8][C:9]([O:16][CH3:17])=[C:10]([CH:15]=1)[C:11]([O:13]C)=[O:12].[OH-].[Na+]. The catalyst is C(O)(C)C. The product is [Cl:1][C:2]1[C:3]([F:23])=[C:4]([CH:20]=[CH:21][CH:22]=1)[CH2:5][C:6]1[C:7]([O:18][CH3:19])=[CH:8][C:9]([O:16][CH3:17])=[C:10]([CH:15]=1)[C:11]([OH:13])=[O:12]. The yield is 0.810.